Dataset: Ames mutagenicity test results for genotoxicity prediction. Task: Regression/Classification. Given a drug SMILES string, predict its toxicity properties. Task type varies by dataset: regression for continuous values (e.g., LD50, hERG inhibition percentage) or binary classification for toxic/non-toxic outcomes (e.g., AMES mutagenicity, cardiotoxicity, hepatotoxicity). Dataset: ames. (1) The molecule is O=[N+]([O-])c1ccc2ccc3c4c(cc5ccc1c2c53)C=C[C@H](O)[C@H]4O. The result is 1 (mutagenic). (2) The drug is O=C(O)COc1ccccc1. The result is 0 (non-mutagenic). (3) The drug is O=[N+]([O-])c1ccc2[nH]c3c([N+](=O)[O-])c(O)c([N+](=O)[O-])cc3c2c1. The result is 1 (mutagenic). (4) The molecule is Cn1c(N)nc2nc3ncccc3cc21. The result is 0 (non-mutagenic). (5) The molecule is C[N+](C)(C)CC(=O)O. The result is 0 (non-mutagenic). (6) The drug is O=[N+]([O-])C1=Cc2cccc3cccc(c23)O1. The result is 1 (mutagenic). (7) The compound is CCN(CC)Cc1cc(Nc2ccnc3cc(Cl)ccc23)ccc1O. The result is 0 (non-mutagenic). (8) The drug is O=[N+]([O-])CCl. The result is 1 (mutagenic). (9) The compound is COC(=O)c1cccc2oc3c4c(cc(OC)c3c(=O)c12)O[C@@H]1OC=C[C@@H]41. The result is 1 (mutagenic). (10) The molecule is Nc1ccc2cccnc2c1. The result is 1 (mutagenic).